Dataset: Experimentally validated miRNA-target interactions with 360,000+ pairs, plus equal number of negative samples. Task: Binary Classification. Given a miRNA mature sequence and a target amino acid sequence, predict their likelihood of interaction. The miRNA is hsa-miR-587 with sequence UUUCCAUAGGUGAUGAGUCAC. The protein sequence of the target gene is MSGILKRKFEEVDGSSPCSSVRESDDEVSSSESADSGDSVNPSTSSHFTPSSILKREKRLRTKNVHFSCVTVYYFTRRQGFTSVPSQGGSTLGMSSRHNSVRQYTLGEFAREQERLHREMLREHLREEKLNSLKLKMTKNGTVESEEASTLTLDDISDDDIDLDNTEVDEYFFLQPLPTKKRRALLRASGVKKIDVEEKHELRAIRLSREDCGCDCRVFCDPDTCTCSLAGIKCQVDRMSFPCGCTKEGCSNTAGRIEFNPIRVRTHFLHTIMKLELEKNREQQIPTLNGCHSEISAHSS.... Result: 1 (interaction).